This data is from Reaction yield outcomes from USPTO patents with 853,638 reactions. The task is: Predict the reaction yield, written as a fraction of the theoretical maximum amount of product (1.0 means a 100% yield; for example, 0.34 means a 34% yield). (1) The reactants are [NH:1]([C:30]([O:32][CH2:33][CH:34]1[C:46]2[C:41](=[CH:42][CH:43]=[CH:44][CH:45]=2)[C:40]2[C:35]1=[CH:36][CH:37]=[CH:38][CH:39]=2)=[O:31])[C@H:2]([C:27]([OH:29])=[O:28])[CH2:3][CH2:4][C:5](=[O:26])[NH:6][C:7]([C:20]1[CH:25]=[CH:24][CH:23]=[CH:22][CH:21]=1)([C:14]1[CH:19]=[CH:18][CH:17]=[CH:16][CH:15]=1)[C:8]1[CH:13]=[CH:12][CH:11]=[CH:10][CH:9]=1.C([O:54][C:55](=[O:58])[CH2:56]I)C1C=CC=CC=1.CCN(C(C)C)C(C)C. The catalyst is C1COCC1.CN(C=O)C. The product is [NH:1]([C:30]([O:32][CH2:33][CH:34]1[C:46]2[C:41](=[CH:42][CH:43]=[CH:44][CH:45]=2)[C:40]2[C:35]1=[CH:36][CH:37]=[CH:38][CH:39]=2)=[O:31])[C@H:2]([C:27]([O:29][CH2:56][C:55]([OH:58])=[O:54])=[O:28])[CH2:3][CH2:4][C:5](=[O:26])[NH:6][C:7]([C:14]1[CH:19]=[CH:18][CH:17]=[CH:16][CH:15]=1)([C:8]1[CH:9]=[CH:10][CH:11]=[CH:12][CH:13]=1)[C:20]1[CH:25]=[CH:24][CH:23]=[CH:22][CH:21]=1. The yield is 0.630. (2) The reactants are [P:1](Cl)(Cl)(Cl)=[O:2].[CH2:6]([NH:13][C:14]([N:16]1[C@H:21]2[CH2:22][N:23]([CH2:36][C:37]3[CH:42]=[CH:41][CH:40]=[C:39]([N:43]4[CH2:46][CH:45]([N:47]5[CH2:52][CH2:51][N:50]([CH2:53][CH3:54])[CH2:49][CH2:48]5)[CH2:44]4)[N:38]=3)[C:24](=[O:35])[C@H:25]([CH2:26][C:27]3[CH:32]=[CH:31][C:30]([OH:33])=[CH:29][C:28]=3[F:34])[N:20]2[C:19](=[O:55])[CH2:18][N:17]1[CH2:56][CH:57]=[CH2:58])=[O:15])[C:7]1[CH:12]=[CH:11][CH:10]=[CH:9][CH:8]=1.C(N(CC)CC)C.[OH-:66].[Na+].C(OCC)(=[O:70])C. The catalyst is O.C1COCC1. The product is [P:1]([OH:2])([OH:70])([O:33][C:30]1[CH:31]=[CH:32][C:27]([CH2:26][C@@H:25]2[N:20]3[C@@H:21]([N:16]([C:14](=[O:15])[NH:13][CH2:6][C:7]4[CH:12]=[CH:11][CH:10]=[CH:9][CH:8]=4)[N:17]([CH2:56][CH:57]=[CH2:58])[CH2:18][C:19]3=[O:55])[CH2:22][N:23]([CH2:36][C:37]3[CH:42]=[CH:41][CH:40]=[C:39]([N:43]4[CH2:46][CH:45]([N:47]5[CH2:52][CH2:51][N:50]([CH2:53][CH3:54])[CH2:49][CH2:48]5)[CH2:44]4)[N:38]=3)[C:24]2=[O:35])=[C:28]([F:34])[CH:29]=1)=[O:66]. The yield is 0.790. (3) The reactants are C[C:2]1([C:8](O)=O)[CH2:6][CH2:5][CH2:4][C:3]1=[O:7].C(=O)([O-])[O-].[K+].[K+].[CH2:17](Br)[CH:18]=C. The catalyst is CC(C)=O. The product is [CH2:8]([CH:2]1[CH2:6][CH2:5][CH2:4][C:3]1=[O:7])[CH:17]=[CH2:18]. The yield is 0.880. (4) The reactants are [NH2:1][CH2:2][CH2:3][CH2:4][C:5]1[CH:11]=[CH:10][C:8]([NH2:9])=[CH:7][CH:6]=1.Cl[C:13]1[C:14]2[C:21]([C:22]3[CH:27]=[CH:26][C:25]([F:28])=[CH:24][CH:23]=3)=[CH:20][S:19][C:15]=2[N:16]=[CH:17][N:18]=1.C(=O)([O-])[O-].[K+].[K+]. The catalyst is CN(C)C(=O)C.[Cu]I. The product is [NH2:9][C:8]1[CH:7]=[CH:6][C:5]([CH2:4][CH2:3][CH2:2][NH:1][C:13]2[C:14]3[C:21]([C:22]4[CH:27]=[CH:26][C:25]([F:28])=[CH:24][CH:23]=4)=[CH:20][S:19][C:15]=3[N:16]=[CH:17][N:18]=2)=[CH:11][CH:10]=1. The yield is 0.300.